From a dataset of Catalyst prediction with 721,799 reactions and 888 catalyst types from USPTO. Predict which catalyst facilitates the given reaction. Reactant: [CH3:1][O:2][C:3]1[CH:4]=[C:5]([CH:24]=[CH:25][CH:26]=1)[CH2:6][C:7]1[C:16]2[C:11](=[CH:12][C:13]([O:19][CH3:20])=[C:14]([O:17][CH3:18])[CH:15]=2)[C:10]([CH2:21][C:22]#[N:23])=[CH:9][N:8]=1.[Se](=O)=[O:28]. Product: [CH3:1][O:2][C:3]1[CH:4]=[C:5]([CH:24]=[CH:25][CH:26]=1)[C:6]([C:7]1[C:16]2[C:11](=[CH:12][C:13]([O:19][CH3:20])=[C:14]([O:17][CH3:18])[CH:15]=2)[C:10]([CH2:21][C:22]#[N:23])=[CH:9][N:8]=1)=[O:28]. The catalyst class is: 13.